This data is from Kir2.1 potassium channel HTS with 301,493 compounds. The task is: Binary Classification. Given a drug SMILES string, predict its activity (active/inactive) in a high-throughput screening assay against a specified biological target. (1) The compound is o1c2c(c(CN(C)C)c(O)cc2)cc1Cc1ccccc1. The result is 1 (active). (2) The molecule is O(C(=O)c1ccc(n2c(ccc2C)c2ccccc2)cc1)C. The result is 0 (inactive).